From a dataset of Reaction yield outcomes from USPTO patents with 853,638 reactions. Predict the reaction yield, written as a fraction of the theoretical maximum amount of product (1.0 means a 100% yield; for example, 0.34 means a 34% yield). (1) The reactants are [N+:1]([C:4]1[CH:5]=[C:6]([CH2:10][C:11]#[N:12])[CH:7]=[CH:8][CH:9]=1)([O-:3])=[O:2].Br[CH2:14][CH2:15]Br.[H-].[Na+]. No catalyst specified. The product is [N+:1]([C:4]1[CH:5]=[C:6]([C:10]2([C:11]#[N:12])[CH2:15][CH2:14]2)[CH:7]=[CH:8][CH:9]=1)([O-:3])=[O:2]. The yield is 0.630. (2) The reactants are [CH3:1][N:2]([CH3:19])[CH2:3][CH2:4][N:5]1[CH2:11][CH2:10][CH2:9][C:8]2[NH:12][C:13]([CH:16]=O)=[C:14]([CH3:15])[C:7]=2[C:6]1=[O:18].[F:20][C:21]1[CH:26]=[CH:25][CH:24]=[C:23]([F:27])[C:22]=1[C:28]1[CH:36]=[CH:35][CH:34]=[C:33]2[C:29]=1[CH2:30][C:31](=[O:37])[NH:32]2. No catalyst specified. The product is [F:20][C:21]1[CH:26]=[CH:25][CH:24]=[C:23]([F:27])[C:22]=1[C:28]1[CH:36]=[CH:35][CH:34]=[C:33]2[C:29]=1/[C:30](=[CH:16]/[C:13]1[NH:12][C:8]3[CH2:9][CH2:10][CH2:11][N:5]([CH2:4][CH2:3][N:2]([CH3:19])[CH3:1])[C:6](=[O:18])[C:7]=3[C:14]=1[CH3:15])/[C:31](=[O:37])[NH:32]2. The yield is 0.364. (3) The reactants are [CH3:1][O:2][C:3]([C:5]1[C:6]([OH:14])=[N:7][S:8][C:9]=1[S:10]([CH3:13])(=[O:12])=[O:11])=[O:4].C(=O)([O-])[O-].[K+].[K+].[Br:21][C:22]1[CH:39]=[C:38]([F:40])[C:25]([CH2:26]OS(C2C=CC(C)=CC=2)(=O)=O)=[C:24]([F:41])[CH:23]=1.ClCCl.ClCCl. The catalyst is CS(C)=O.CCOC(C)=O.O. The product is [CH3:1][O:2][C:3]([C:5]1[C:6]([O:14][CH2:26][C:25]2[C:38]([F:40])=[CH:39][C:22]([Br:21])=[CH:23][C:24]=2[F:41])=[N:7][S:8][C:9]=1[S:10]([CH3:13])(=[O:12])=[O:11])=[O:4]. The yield is 0.700. (4) The catalyst is [O-]CCCC.[O-]CCCC.[O-]CCCC.[O-]CCCC.[Ti+4]. The product is [C:1]([O:6][CH2:7][CH2:16][CH2:15][CH2:14][C:8]1[CH:13]=[CH:12][CH:11]=[CH:10][CH:9]=1)(=[O:5])[C:2]([CH3:4])=[CH2:3]. The yield is 0.740. The reactants are [C:1]([O:6][CH3:7])(=[O:5])[C:2]([CH3:4])=[CH2:3].[C:8]1([CH2:14][CH2:15][CH2:16]CO)[CH:13]=[CH:12][CH:11]=[CH:10][CH:9]=1.C(OC1C=CC(O)=CC=1)C1C=CC=CC=1. (5) The reactants are [CH3:1][S:2]([C:5]1[CH:10]=[CH:9][C:8]([CH:11]([C:19]2[NH:23][C:22]([C:24]3[CH:29]=[C:28]([CH:30]=O)[CH:27]=[CH:26][N:25]=3)=[CH:21][CH:20]=2)[CH2:12][CH:13]2[CH2:18][CH2:17][O:16][CH2:15][CH2:14]2)=[CH:7][CH:6]=1)(=[O:4])=[O:3].[C:32]([N:35]1[CH2:40][CH2:39][NH:38][CH2:37][CH2:36]1)(=[O:34])[CH3:33].C(O[BH-](OC(=O)C)OC(=O)C)(=O)C.[Na+]. The catalyst is ClCCCl.C(OCC)(=O)C. The product is [C:32]([N:35]1[CH2:40][CH2:39][N:38]([CH2:30][C:28]2[CH:27]=[CH:26][N:25]=[C:24]([C:22]3[NH:23][C:19]([CH:11]([C:8]4[CH:7]=[CH:6][C:5]([S:2]([CH3:1])(=[O:4])=[O:3])=[CH:10][CH:9]=4)[CH2:12][CH:13]4[CH2:14][CH2:15][O:16][CH2:17][CH2:18]4)=[CH:20][CH:21]=3)[CH:29]=2)[CH2:37][CH2:36]1)(=[O:34])[CH3:33]. The yield is 0.850. (6) The reactants are [F:1][C:2]([F:6])([F:5])[CH2:3][OH:4].F[C:8]1[C:13]([I:14])=[CH:12][CH:11]=[CH:10][N:9]=1. No catalyst specified. The product is [I:14][C:13]1[C:8]([O:4][CH2:3][C:2]([F:6])([F:5])[F:1])=[N:9][CH:10]=[CH:11][CH:12]=1. The yield is 0.810. (7) The reactants are [CH:1]([N:4]1[CH2:9][CH2:8][CH:7]([O:10][C:11]2[CH:19]=[CH:18][C:17]3[N:16]4[CH2:20][CH2:21][NH:22][C:23](=[O:24])[C:15]4=[CH:14][C:13]=3[CH:12]=2)[CH2:6][CH2:5]1)([CH3:3])[CH3:2].[H-].[Na+].[F:27][C:28]([F:38])([F:37])[C:29]1[CH:36]=[CH:35][CH:34]=[CH:33][C:30]=1[CH2:31]Br. No catalyst specified. The product is [CH:1]([N:4]1[CH2:9][CH2:8][CH:7]([O:10][C:11]2[CH:19]=[CH:18][C:17]3[N:16]4[CH2:20][CH2:21][N:22]([CH2:31][C:30]5[CH:33]=[CH:34][CH:35]=[CH:36][C:29]=5[C:28]([F:27])([F:37])[F:38])[C:23](=[O:24])[C:15]4=[CH:14][C:13]=3[CH:12]=2)[CH2:6][CH2:5]1)([CH3:3])[CH3:2]. The yield is 0.930. (8) The reactants are F[C:2]1[CH:7]=[C:6]([C:8]([F:11])([F:10])[F:9])[CH:5]=[C:4]([N+:12]([O-:14])=[O:13])[CH:3]=1.C([O-])([O-])=O.[K+].[K+].[CH3:21][C:22]1[CH:26]=[CH:25][NH:24][N:23]=1. The catalyst is CN(C=O)C.C(Cl)Cl. The product is [CH3:21][C:22]1[CH:26]=[CH:25][N:24]([C:2]2[CH:7]=[C:6]([C:8]([F:11])([F:10])[F:9])[CH:5]=[C:4]([N+:12]([O-:14])=[O:13])[CH:3]=2)[N:23]=1. The yield is 0.421. (9) The reactants are [C:1]([CH2:6][C:7]([O:9][CH3:10])=[O:8])(=[O:5])[CH:2]([CH3:4])[CH3:3].[F:11][C:12]1[CH:19]=[CH:18][C:15]([C:16]#[N:17])=[CH:14][CH:13]=1.[Sn](Cl)(Cl)(Cl)Cl.O. The catalyst is C1(C)C=CC=CC=1.C(OCC)(=O)C.CCCCCC. The product is [NH2:17][C:16](=[C:6]([C:1](=[O:5])[CH:2]([CH3:4])[CH3:3])[C:7]([O:9][CH3:10])=[O:8])[C:15]1[CH:18]=[CH:19][C:12]([F:11])=[CH:13][CH:14]=1. The yield is 0.807. (10) The reactants are [OH:1][C:2]1[CH:9]=[CH:8][C:5]([CH2:6][NH2:7])=[CH:4][CH:3]=1.[OH-].[Na+].Cl[C:13]([O:15][CH2:16][C:17]1[CH:22]=[CH:21][CH:20]=[CH:19][CH:18]=1)=[O:14].C(OCC)(=O)C. The catalyst is C1COCC1.O.[Cl-].[Na+].O. The product is [CH2:16]([O:15][C:13](=[O:14])[NH:7][CH2:6][C:5]1[CH:8]=[CH:9][C:2]([OH:1])=[CH:3][CH:4]=1)[C:17]1[CH:22]=[CH:21][CH:20]=[CH:19][CH:18]=1. The yield is 1.00.